Dataset: Forward reaction prediction with 1.9M reactions from USPTO patents (1976-2016). Task: Predict the product of the given reaction. (1) Given the reactants Cl[C:2]1[CH:12]=[CH:11][C:5]([C:6]([N:8]([CH3:10])[CH3:9])=[O:7])=[CH:4][N:3]=1.CN(C=O)C.[N-:18]=[N+:19]=[N-:20].[Na+], predict the reaction product. The product is: [N:18]([C:2]1[CH:12]=[CH:11][C:5]([C:6]([N:8]([CH3:10])[CH3:9])=[O:7])=[CH:4][N:3]=1)=[N+:19]=[N-:20]. (2) Given the reactants [CH2:1]([Li])CCC.Br[C:7]1[CH:8]=[CH:9][C:10]([F:18])=[C:11](C2OCCO2)[CH:12]=1.CS[S:21][CH3:22].Cl, predict the reaction product. The product is: [F:18][C:10]1[CH:11]=[CH:12][C:7]([CH3:1])=[CH:8][C:9]=1[CH:22]=[S:21].